The task is: Regression. Given a peptide amino acid sequence and an MHC pseudo amino acid sequence, predict their binding affinity value. This is MHC class I binding data.. This data is from Peptide-MHC class I binding affinity with 185,985 pairs from IEDB/IMGT. (1) The peptide sequence is MEDKTPVTTW. The MHC is HLA-B44:02 with pseudo-sequence HLA-B44:02. The binding affinity (normalized) is 0.561. (2) The peptide sequence is GLKISLCGI. The MHC is HLA-A68:02 with pseudo-sequence HLA-A68:02. The binding affinity (normalized) is 0.0847. (3) The peptide sequence is AEQLMSLAA. The MHC is HLA-B40:02 with pseudo-sequence HLA-B40:02. The binding affinity (normalized) is 0.889. (4) The peptide sequence is NELVNPDVV. The MHC is H-2-Db with pseudo-sequence H-2-Db. The binding affinity (normalized) is 0.196. (5) The peptide sequence is DYRHYSASF. The MHC is HLA-A23:01 with pseudo-sequence HLA-A23:01. The binding affinity (normalized) is 0.585. (6) The peptide sequence is DTTTDISKY. The MHC is HLA-B46:01 with pseudo-sequence HLA-B46:01. The binding affinity (normalized) is 0.0847. (7) The peptide sequence is GDPEVTFMW. The MHC is Mamu-B3901 with pseudo-sequence Mamu-B3901. The binding affinity (normalized) is 0.0609. (8) The binding affinity (normalized) is 0.741. The peptide sequence is GTSTDVVYR. The MHC is HLA-A68:01 with pseudo-sequence HLA-A68:01. (9) The binding affinity (normalized) is 0. The peptide sequence is NSTLEVTEI. The MHC is HLA-A02:01 with pseudo-sequence HLA-A02:01. (10) The peptide sequence is NILPHDLIF. The MHC is HLA-B15:01 with pseudo-sequence HLA-B15:01. The binding affinity (normalized) is 0.288.